This data is from Forward reaction prediction with 1.9M reactions from USPTO patents (1976-2016). The task is: Predict the product of the given reaction. (1) Given the reactants C(N(CC)CC)C.ClCCl.[CH2:11]([C@H:13]1[NH:17][C@H:16]([CH2:18][OH:19])[CH2:15][CH2:14]1)[CH3:12].[S:20](Cl)(Cl)(=[O:22])=[O:21], predict the reaction product. The product is: [CH2:11]([C@H:13]1[N:17]2[S:20](=[O:22])(=[O:21])[O:19][CH2:18][C@@H:16]2[CH2:15][CH2:14]1)[CH3:12]. (2) Given the reactants [CH2:1]([N:4]([CH2:15][CH:16]=[CH2:17])[S:5]([C:8]1[CH:9]=[N:10][CH:11]=[CH:12][C:13]=1Cl)(=[O:7])=[O:6])[CH:2]=[CH2:3].[I-].[Li+].[NH3:20], predict the reaction product. The product is: [CH2:1]([N:4]([CH2:15][CH:16]=[CH2:17])[S:5]([C:8]1[CH:9]=[N:10][CH:11]=[CH:12][C:13]=1[NH2:20])(=[O:7])=[O:6])[CH:2]=[CH2:3]. (3) Given the reactants [C:1]([NH:5][S:6]([C:9]1([CH:12]=[O:13])[CH2:11][CH2:10]1)(=[O:8])=[O:7])([CH3:4])([CH3:3])[CH3:2].[BH4-].[Na+], predict the reaction product. The product is: [C:1]([NH:5][S:6]([C:9]1([CH2:12][OH:13])[CH2:10][CH2:11]1)(=[O:8])=[O:7])([CH3:4])([CH3:3])[CH3:2]. (4) Given the reactants [Br:1][C:2]1[CH:20]=[CH:19][C:5]([CH2:6][N:7]2[CH:15]=[C:14]3[C:9]([NH:10][C:11](=O)[N:12]([CH3:17])[C:13]3=[O:16])=[N:8]2)=[CH:4][CH:3]=1.O=P(Cl)(Cl)[Cl:23], predict the reaction product. The product is: [Cl:23][C:11]1[N:12]([CH3:17])[C:13](=[O:16])[C:14]2[C:9](=[N:8][N:7]([CH2:6][C:5]3[CH:19]=[CH:20][C:2]([Br:1])=[CH:3][CH:4]=3)[CH:15]=2)[N:10]=1. (5) Given the reactants [OH:1][C:2]([CH:5]1[CH2:8][CH:7]([CH:9]=O)[CH2:6]1)([CH3:4])[CH3:3].[CH3:11]/C(/[O-])=C(/P(OC)(OC)=O)\[N+]#N.C(=O)([O-])[O-].[K+].[K+].O, predict the reaction product. The product is: [C:9]([CH:7]1[CH2:8][CH:5]([C:2]([OH:1])([CH3:4])[CH3:3])[CH2:6]1)#[CH:11]. (6) Given the reactants [NH2:1][C:2]1[CH:14]=[C:13]([CH2:15][CH2:16][C:17]2[CH:22]=[CH:21][CH:20]=[CH:19][CH:18]=2)[CH:12]=[CH:11][C:3]=1[C:4]([O:6][C:7]([CH3:10])([CH3:9])[CH3:8])=[O:5].[Cl:23][C:24]1[CH:29]=[CH:28][CH:27]=[C:26]([Cl:30])[C:25]=1I.C(=O)([O-])[O-].[Cs+].[Cs+].C1(P(C2CCCCC2)C2C=CC=CC=2C2C(C(C)C)=CC(C(C)C)=CC=2C(C)C)CCCCC1, predict the reaction product. The product is: [Cl:23][C:24]1[CH:29]=[CH:28][CH:27]=[C:26]([Cl:30])[C:25]=1[NH:1][C:2]1[CH:14]=[C:13]([CH2:15][CH2:16][C:17]2[CH:18]=[CH:19][CH:20]=[CH:21][CH:22]=2)[CH:12]=[CH:11][C:3]=1[C:4]([O:6][C:7]([CH3:10])([CH3:9])[CH3:8])=[O:5].